From a dataset of Catalyst prediction with 721,799 reactions and 888 catalyst types from USPTO. Predict which catalyst facilitates the given reaction. (1) Reactant: [F:1][C:2]([F:24])([F:23])[C:3]1[CH:4]=[CH:5][C:6]([NH:9][CH:10]2[CH2:15][CH2:14][N:13](C(OC(C)(C)C)=O)[CH2:12][CH2:11]2)=[N:7][CH:8]=1.FC(F)(F)C(O)=O. Product: [NH:13]1[CH2:12][CH2:11][CH:10]([NH:9][C:6]2[CH:5]=[CH:4][C:3]([C:2]([F:23])([F:1])[F:24])=[CH:8][N:7]=2)[CH2:15][CH2:14]1. The catalyst class is: 4. (2) Reactant: [Cl:1][C:2]1[C:7]([Cl:8])=[CH:6][CH:5]=[CH:4][C:3]=1[S:9]([N:12]([C:21]1[C:26]([O:27][CH3:28])=[N:25][C:24](Cl)=[CH:23][N:22]=1)[CH2:13][O:14][CH2:15][CH2:16][Si:17]([CH3:20])([CH3:19])[CH3:18])(=[O:11])=[O:10].Cl.[N:31]1[CH:36]=[CH:35][C:34]([CH2:37][CH2:38][SH:39])=[CH:33][CH:32]=1.C(=O)([O-])[O-].[Cs+].[Cs+].Cl. Product: [Cl:1][C:2]1[C:7]([Cl:8])=[CH:6][CH:5]=[CH:4][C:3]=1[S:9]([N:12]([C:21]1[C:26]([O:27][CH3:28])=[N:25][C:24]([S:39][CH2:38][CH2:37][C:34]2[CH:35]=[CH:36][N:31]=[CH:32][CH:33]=2)=[CH:23][N:22]=1)[CH2:13][O:14][CH2:15][CH2:16][Si:17]([CH3:19])([CH3:20])[CH3:18])(=[O:11])=[O:10]. The catalyst class is: 115. (3) Reactant: O[C@H:2]1[CH2:19][CH2:18][C@@:17]2([CH3:20])[C:4](=[CH:5][CH2:6][C@@H:7]3[C@@H:16]2[CH2:15][CH2:14][C@@:12]2([CH3:13])[C@H:8]3[CH2:9][CH2:10][C:11]2=[O:21])[CH2:3]1.C1C=C(Cl)C=C(C(OO)=[O:30])C=1.[O-:33]S([O-])=O.[Na+].[Na+].C([O-])(O)=O.[Na+]. Product: [O:30]1[C@H:5]2[CH2:6][C@@H:7]3[C@@H:16]([C@@:17]4([CH3:20])[CH2:18][CH2:19][CH2:2][CH2:3][C@:4]124)[CH2:15][CH2:14][C@@:12]1([CH3:13])[C@H:8]3[CH2:9][CH2:10][C:11]1=[O:21].[O:33]1[C@@H:5]2[CH2:6][C@@H:7]3[C@@H:16]([C@@:17]4([CH3:20])[CH2:18][CH2:19][CH2:2][CH2:3][C@@:4]124)[CH2:15][CH2:14][C@@:12]1([CH3:13])[C@H:8]3[CH2:9][CH2:10][C:11]1=[O:21]. The catalyst class is: 2. (4) Reactant: [CH3:1][NH:2][CH3:3].[Br:4][C:5]1[CH:10]=[CH:9][CH:8]=[C:7](Br)[N:6]=1. Product: [Br:4][C:5]1[N:6]=[C:7]([N:2]([CH3:3])[CH3:1])[CH:8]=[CH:9][CH:10]=1. The catalyst class is: 10. (5) Reactant: [CH2:1]1N2CN3CN(C2)CN1C3.C[C:12]1[CH:17]=[C:16]([CH2:18][CH2:19][CH3:20])[CH:15]=C[C:13]=1[OH:21].Cl.F[C:24](F)(F)[C:25]([OH:27])=O. Product: [OH:27][C:25]1[C:24]([CH3:1])=[CH:15][C:16]([CH2:18][CH2:19][CH3:20])=[CH:17][C:12]=1[CH:13]=[O:21]. The catalyst class is: 13. (6) Reactant: C[O:2][CH:3](OC)[CH2:4][N:5]1[C:10](=[O:11])[C:9]([C:12]2[N:16]([C:17]3[CH:24]=[CH:23][C:20]([C:21]#[N:22])=[CH:19][CH:18]=3)[N:15]=[CH:14][CH:13]=2)=[C:8]([CH3:25])[N:7]([C:26]2[CH:31]=[CH:30][CH:29]=[C:28]([C:32]([F:35])([F:34])[F:33])[CH:27]=2)[C:6]1=O.O.FC(F)(F)C(O)=O.[OH-].[Na+]. Product: [CH3:25][C:8]1[N:7]([C:26]2[CH:31]=[CH:30][CH:29]=[C:28]([C:32]([F:35])([F:34])[F:33])[CH:27]=2)[CH2:6][N:5]([CH2:4][CH:3]=[O:2])[C:10](=[O:11])[C:9]=1[C:12]1[N:16]([C:17]2[CH:18]=[CH:19][C:20]([C:21]#[N:22])=[CH:23][CH:24]=2)[N:15]=[CH:14][CH:13]=1. The catalyst class is: 7.